From a dataset of Reaction yield outcomes from USPTO patents with 853,638 reactions. Predict the reaction yield, written as a fraction of the theoretical maximum amount of product (1.0 means a 100% yield; for example, 0.34 means a 34% yield). (1) The reactants are [CH3:1][O:2][C:3]([C:5]1[CH:6]=[C:7]2[C:12](=[CH:13][CH:14]=1)[N:11]=[CH:10][CH:9]=[CH:8]2)=[O:4].O1CCCC1.[Br:20]N1C(C)(C)C(=O)N(Br)C1=O.C(=O)(O)[O-].[Na+]. The catalyst is C(OCC)(=O)C.O. The product is [CH3:1][O:2][C:3]([C:5]1[CH:6]=[C:7]2[C:12](=[CH:13][CH:14]=1)[N:11]=[CH:10][C:9]([Br:20])=[CH:8]2)=[O:4]. The yield is 0.100. (2) The reactants are [CH3:1][C:2]([CH3:17])([O:4][C:5]([NH:7][NH:8][C@H:9]([C:14]([OH:16])=[O:15])[CH2:10][C:11](=[O:13])[NH2:12])=[O:6])[CH3:3].C(=O)([O-])[O-].[Cs+].[Cs+].[CH2:24](Br)[C:25]1[CH:30]=[CH:29][CH:28]=[CH:27][CH:26]=1.O. The catalyst is CO.CN(C)C=O.CCCCCC. The product is [CH3:3][C:2]([CH3:17])([O:4][C:5]([NH:7][NH:8][C@H:9]([C:14]([O:16][CH2:24][C:25]1[CH:30]=[CH:29][CH:28]=[CH:27][CH:26]=1)=[O:15])[CH2:10][C:11](=[O:13])[NH2:12])=[O:6])[CH3:1]. The yield is 0.510. (3) The reactants are [NH2:1][C:2]1[N:7]2[CH:8]=[C:9]([CH2:11][CH3:12])[N:10]=[C:6]2[C:5]([C:13]([NH:15][CH2:16][CH:17]2[CH2:22][CH2:21][NH:20][CH2:19][CH2:18]2)=[O:14])=[CH:4][C:3]=1[Cl:23].Br[CH2:25][C:26](=[O:31])[C:27]([CH3:30])([CH3:29])[CH3:28].[I-].[Na+].C(N(CC)CC)C. The catalyst is CN(C)C=O. The product is [NH2:1][C:2]1[N:7]2[CH:8]=[C:9]([CH2:11][CH3:12])[N:10]=[C:6]2[C:5]([C:13]([NH:15][CH2:16][CH:17]2[CH2:22][CH2:21][N:20]([CH2:25][C:26](=[O:31])[C:27]([CH3:30])([CH3:29])[CH3:28])[CH2:19][CH2:18]2)=[O:14])=[CH:4][C:3]=1[Cl:23]. The yield is 0.320. (4) The reactants are [NH2:1][C:2]1[CH:3]=[C:4]([CH:7]=[C:8]([CH3:35])[C:9]=1[C:10]#[C:11][CH2:12][C:13]([OH:34])([CH2:18][C:19]1([CH3:33])[C:28]2[C:23](=[CH:24][CH:25]=[C:26]([S:29]([CH3:32])(=[O:31])=[O:30])[CH:27]=2)[O:22][CH2:21][CH2:20]1)[C:14]([F:17])([F:16])[F:15])[C:5]#[N:6].FC(F)(F)C(OC(=O)C(F)(F)F)=O.CN(C)C(=N)N(C)C.Cl. The catalyst is ClCCl. The product is [CH3:35][C:8]1[CH:7]=[C:4]([C:5]#[N:6])[CH:3]=[C:2]2[C:9]=1[CH:10]=[C:11]([CH2:12][C:13]([OH:34])([CH2:18][C:19]1([CH3:33])[C:28]3[C:23](=[CH:24][CH:25]=[C:26]([S:29]([CH3:32])(=[O:31])=[O:30])[CH:27]=3)[O:22][CH2:21][CH2:20]1)[C:14]([F:17])([F:15])[F:16])[NH:1]2. The yield is 0.0800. (5) The reactants are [CH:1]([C:3]1([CH2:16][O:17][CH3:18])[CH2:8][CH2:7][N:6]([C:9]([O:11][C:12]([CH3:15])([CH3:14])[CH3:13])=[O:10])[CH2:5][CH2:4]1)=O.C(O)(=O)C.[C:23]1([C@@H:29]2[CH2:31][C@H:30]2[NH2:32])[CH:28]=[CH:27][CH:26]=[CH:25][CH:24]=1.C(O[BH-](OC(=O)C)OC(=O)C)(=O)C.[Na+]. The catalyst is ClCCCl.C(Cl)Cl. The product is [CH3:18][O:17][CH2:16][C:3]1([CH2:1][NH:32][C@@H:30]2[CH2:31][C@H:29]2[C:23]2[CH:28]=[CH:27][CH:26]=[CH:25][CH:24]=2)[CH2:8][CH2:7][N:6]([C:9]([O:11][C:12]([CH3:15])([CH3:14])[CH3:13])=[O:10])[CH2:5][CH2:4]1. The yield is 0.910. (6) The reactants are [CH3:1][C:2](C)([O-])C.[K+].[Cl:7][C:8]1[C:16]2[N:15]=[C:14]3[N:17]([C:21]4[CH:26]=[CH:25][C:24]([Cl:27])=[CH:23][C:22]=4[Cl:28])[CH2:18][CH2:19][CH2:20][N:13]3[C:12]=2[C:11]([CH2:29][C:30]#[N:31])=[CH:10][CH:9]=1.C(I)C. The catalyst is O1CCCC1.[Cl-].[NH4+]. The product is [Cl:7][C:8]1[C:16]2[N:15]=[C:14]3[N:17]([C:21]4[CH:26]=[CH:25][C:24]([Cl:27])=[CH:23][C:22]=4[Cl:28])[CH2:18][CH2:19][CH2:20][N:13]3[C:12]=2[C:11]([CH:29]([CH2:1][CH3:2])[C:30]#[N:31])=[CH:10][CH:9]=1. The yield is 0.380. (7) The reactants are [O:1]=[C:2]1[C:11]2[C:6](=[CH:7][CH:8]=[CH:9][C:10]=2[C:12]([F:15])([F:14])[F:13])[NH:5][CH:4]=[C:3]1[C:16]([O:18]CC)=[O:17].[OH-].[Na+]. The catalyst is [Pd]. The product is [O:1]=[C:2]1[C:11]2[C:6](=[CH:7][CH:8]=[CH:9][C:10]=2[C:12]([F:15])([F:13])[F:14])[NH:5][CH:4]=[C:3]1[C:16]([OH:18])=[O:17]. The yield is 0.920. (8) The reactants are [Cl:1][C:2]1[N:7]=[C:6](Cl)[C:5]([O:9][CH3:10])=[CH:4][N:3]=1.[N:11]1[CH:16]=[CH:15][C:14](B(O)O)=[CH:13][CH:12]=1.[O-]P([O-])([O-])=O.[K+].[K+].[K+].O.O. The catalyst is Cl[Pd](Cl)([P](C1C=CC=CC=1)(C1C=CC=CC=1)C1C=CC=CC=1)[P](C1C=CC=CC=1)(C1C=CC=CC=1)C1C=CC=CC=1.O1CCOCC1. The product is [Cl:1][C:2]1[N:7]=[C:6]([C:14]2[CH:15]=[CH:16][N:11]=[CH:12][CH:13]=2)[C:5]([O:9][CH3:10])=[CH:4][N:3]=1. The yield is 0.493.